Dataset: Forward reaction prediction with 1.9M reactions from USPTO patents (1976-2016). Task: Predict the product of the given reaction. (1) Given the reactants [CH:1]([NH:4][CH:5]([CH3:7])[CH3:6])([CH3:3])[CH3:2].[Li].C([Li:13])CCC.[N:14]12[CH2:21][CH2:20][CH:17]([CH2:18][CH2:19]1)[CH2:16][CH:15]2[C:22]([O:24][CH2:25][CH3:26])=[O:23].[N+:27]([CH:30]=[CH2:31])([O-:29])=[O:28], predict the reaction product. The product is: [CH:1]([N-:4][CH:5]([CH3:7])[CH3:6])([CH3:3])[CH3:2].[Li+:13].[N+:27]([CH2:30][CH2:31][C:15]1([C:22]([O:24][CH2:25][CH3:26])=[O:23])[CH2:16][CH:17]2[CH2:20][CH2:21][N:14]1[CH2:19][CH2:18]2)([O-:29])=[O:28]. (2) Given the reactants [CH2:1]([N:8]1[CH:13]2[CH2:14][CH2:15][CH:9]1[CH2:10][C:11](=[O:16])[CH2:12]2)[C:2]1[CH:7]=[CH:6][CH:5]=[CH:4][CH:3]=1.C[Si](C)(C)N[Si](C)(C)C.[Na].C1C=CC(N([S:34]([C:37]([F:40])([F:39])[F:38])(=[O:36])=[O:35])[S:34]([C:37]([F:40])([F:39])[F:38])(=[O:36])=[O:35])=CC=1.C1(NS(C(F)(F)F)(=O)=O)C=CC=CC=1, predict the reaction product. The product is: [CH2:1]([N:8]1[CH:9]2[CH2:15][CH2:14][CH:13]1[CH:12]=[C:11]([O:16][S:34]([C:37]([F:40])([F:39])[F:38])(=[O:36])=[O:35])[CH2:10]2)[C:2]1[CH:3]=[CH:4][CH:5]=[CH:6][CH:7]=1. (3) Given the reactants [Br:1]N1C(=O)CCC1=O.[Br:9][C:10]1[C:11]([F:17])=[N:12][CH:13]=[C:14]([CH3:16])[CH:15]=1, predict the reaction product. The product is: [Br:9][C:10]1[C:11]([F:17])=[N:12][CH:13]=[C:14]([CH2:16][Br:1])[CH:15]=1. (4) Given the reactants [Br:1][C:2]1[CH:7]=[CH:6][C:5]([S:8](Cl)(=[O:10])=[O:9])=[CH:4][CH:3]=1.[CH2:12]([NH:14][CH3:15])[CH3:13], predict the reaction product. The product is: [Br:1][C:2]1[CH:7]=[CH:6][C:5]([S:8]([N:14]([CH2:12][CH3:13])[CH3:15])(=[O:10])=[O:9])=[CH:4][CH:3]=1. (5) Given the reactants [Cl:1][C:2]1[CH:7]=[CH:6][C:5](B(O)O)=[CH:4][CH:3]=1.C[Si](C)(C)C1C=CC([C:19]2[CH:27]=[CH:26][CH:25]=[C:24]3[C:20]=2[CH:21]=[CH:22][CH2:23]3)=CC=1, predict the reaction product. The product is: [Cl:1][C:2]1[CH:7]=[CH:6][C:5]([C:19]2[CH:27]=[CH:26][CH:25]=[C:24]3[C:20]=2[CH:21]=[CH:22][CH2:23]3)=[CH:4][CH:3]=1. (6) The product is: [Cl:23][C:24]1[CH:31]=[CH:30][CH:29]=[CH:28][C:25]=1[CH2:26][N:11]([C:8]1[CH:9]=[CH:10][C:5]([C:3]#[N:4])=[C:6]([C:19]([F:20])([F:21])[F:22])[CH:7]=1)[C@H:12]([C:14]([N:16]([CH3:17])[CH3:18])=[O:15])[CH3:13]. Given the reactants [H-].[Na+].[C:3]([C:5]1[CH:10]=[CH:9][C:8]([NH:11][C@H:12]([C:14]([N:16]([CH3:18])[CH3:17])=[O:15])[CH3:13])=[CH:7][C:6]=1[C:19]([F:22])([F:21])[F:20])#[N:4].[Cl:23][C:24]1[CH:31]=[CH:30][CH:29]=[CH:28][C:25]=1[CH2:26]Br, predict the reaction product.